This data is from Forward reaction prediction with 1.9M reactions from USPTO patents (1976-2016). The task is: Predict the product of the given reaction. (1) Given the reactants [F:1][C:2]1[CH:3]=[C:4]([CH:8]([C:10]2[N:11]([CH3:16])[C:12](Cl)=[N:13][CH:14]=2)[OH:9])[CH:5]=[CH:6][CH:7]=1.ClC1N(C)C=CN=1.[Li]CCCC.FC1C=C(C=CC=1)C=O.[N:38]1([CH2:44][CH2:45][CH2:46][NH2:47])[CH2:43][CH2:42][CH2:41][CH2:40][CH2:39]1.C(N(C(C)C)CC)(C)C, predict the reaction product. The product is: [F:1][C:2]1[CH:3]=[C:4]([CH:8]([C:10]2[N:11]([CH3:16])[C:12]([NH:47][CH2:46][CH2:45][CH2:44][N:38]3[CH2:43][CH2:42][CH2:41][CH2:40][CH2:39]3)=[N:13][CH:14]=2)[OH:9])[CH:5]=[CH:6][CH:7]=1. (2) Given the reactants Br[C:2]1[CH:7]=[CH:6][N:5]=[C:4]([C:8]#[N:9])[CH:3]=1.[B:10]1([B:10]2[O:14][C:13]([CH3:16])([CH3:15])[C:12]([CH3:18])([CH3:17])[O:11]2)[O:14][C:13]([CH3:16])([CH3:15])[C:12]([CH3:18])([CH3:17])[O:11]1.C([O-])(=O)C.[K+], predict the reaction product. The product is: [CH3:17][C:12]1([CH3:18])[C:13]([CH3:16])([CH3:15])[O:14][B:10]([C:2]2[CH:7]=[CH:6][N:5]=[C:4]([C:8]#[N:9])[CH:3]=2)[O:11]1. (3) Given the reactants [CH2:1]([N:3]1[C:8](=[O:9])[C:7]([C:10]2[CH:15]=[CH:14][C:13]([F:16])=[CH:12][CH:11]=2)=[C:6]([C:17]2[CH:22]=[CH:21][N:20]=[CH:19][CH:18]=2)[N:5]=[C:4]1[S:23][CH3:24])[CH3:2].S([O-])(O[O-])(=O)=O.[K+].[K+].[OH2:33].C[OH:35], predict the reaction product. The product is: [CH2:1]([N:3]1[C:8](=[O:9])[C:7]([C:10]2[CH:11]=[CH:12][C:13]([F:16])=[CH:14][CH:15]=2)=[C:6]([C:17]2[CH:18]=[CH:19][N:20]=[CH:21][CH:22]=2)[N:5]=[C:4]1[S:23]([CH3:24])(=[O:35])=[O:33])[CH3:2]. (4) Given the reactants Cl[C:2]1[N:3]=[C:4]([NH:23][C:24]2[CH:29]=[C:28]([CH3:30])[CH:27]=[CH:26][N:25]=2)[C:5]2[N:10]([CH2:11][CH2:12][O:13][CH2:14][CH3:15])[N:9]=[C:8]([C:16]([NH:18][S:19]([CH3:22])(=[O:21])=[O:20])=[O:17])[C:6]=2[N:7]=1.[CH3:31][NH:32][CH2:33][CH3:34].C(N(C(C)C)C(C)C)C.[F-].[Cs+], predict the reaction product. The product is: [CH2:14]([O:13][CH2:12][CH2:11][N:10]1[C:5]2[C:4]([NH:23][C:24]3[CH:29]=[C:28]([CH3:30])[CH:27]=[CH:26][N:25]=3)=[N:3][C:2]([N:32]([CH2:33][CH3:34])[CH3:31])=[N:7][C:6]=2[C:8]([C:16]([NH:18][S:19]([CH3:22])(=[O:21])=[O:20])=[O:17])=[N:9]1)[CH3:15].